From a dataset of Forward reaction prediction with 1.9M reactions from USPTO patents (1976-2016). Predict the product of the given reaction. Given the reactants FC(F)(F)S(O[C:7]1[CH2:8][CH2:9][S:10][CH2:11][CH:12]=1)(=O)=O.[F:15][C:16]1[C:21](B(O)O)=[CH:20][CH:19]=[CH:18][N:17]=1.C(=O)([O-])[O-].[Na+].[Na+], predict the reaction product. The product is: [S:10]1[CH2:11][CH:12]=[C:7]([C:21]2[C:16]([F:15])=[N:17][CH:18]=[CH:19][CH:20]=2)[CH2:8][CH2:9]1.